From a dataset of Forward reaction prediction with 1.9M reactions from USPTO patents (1976-2016). Predict the product of the given reaction. (1) Given the reactants Cl[C:2]1[N:7]=[CH:6][C:5]([CH2:8][N:9]2[C:13]([CH3:14])=[CH:12][C:11]([C:15]3[O:19][N:18]=[C:17]([C:20]4[CH:33]=[CH:32][C:23]([CH2:24][N:25]([CH:29]([CH3:31])[CH3:30])[CH:26]([CH3:28])[CH3:27])=[CH:22][CH:21]=4)[N:16]=3)=[N:10]2)=[CH:4][CH:3]=1.[CH3:34][NH2:35], predict the reaction product. The product is: [CH:26]([N:25]([CH2:24][C:23]1[CH:32]=[CH:33][C:20]([C:17]2[N:16]=[C:15]([C:11]3[CH:12]=[C:13]([CH3:14])[N:9]([CH2:8][C:5]4[CH:4]=[CH:3][C:2]([NH:35][CH3:34])=[N:7][CH:6]=4)[N:10]=3)[O:19][N:18]=2)=[CH:21][CH:22]=1)[CH:29]([CH3:31])[CH3:30])([CH3:28])[CH3:27]. (2) Given the reactants [Cl:1][C:2]1[N:7]=[C:6]([Cl:8])[CH:5]=[C:4](Cl)[N:3]=1.CC1(C)C(C)(C)OB([C:18]2[CH:19]=[C:20]([C:25]([F:28])([F:27])[F:26])[C:21]([NH2:24])=[N:22][CH:23]=2)O1.C(=O)([O-])[O-].[Cs+].[Cs+], predict the reaction product. The product is: [Cl:1][C:2]1[N:3]=[C:4]([C:18]2[CH:19]=[C:20]([C:25]([F:28])([F:27])[F:26])[C:21]([NH2:24])=[N:22][CH:23]=2)[CH:5]=[C:6]([Cl:8])[N:7]=1. (3) The product is: [CH2:16]([O:18][CH2:19][CH2:20][NH:21][S:12]([C:3]1[C:4]([Cl:11])=[CH:5][CH:6]=[C:7]([N+:8]([O-:10])=[O:9])[C:2]=1[Cl:1])(=[O:14])=[O:13])[CH3:17]. Given the reactants [Cl:1][C:2]1[C:7]([N+:8]([O-:10])=[O:9])=[CH:6][CH:5]=[C:4]([Cl:11])[C:3]=1[S:12](Cl)(=[O:14])=[O:13].[CH2:16]([O:18][CH2:19][CH2:20][NH2:21])[CH3:17].C(N(CC)CC)C, predict the reaction product.